The task is: Predict the reactants needed to synthesize the given product.. This data is from Full USPTO retrosynthesis dataset with 1.9M reactions from patents (1976-2016). (1) Given the product [CH3:1][N:2]([CH3:14])[CH2:3][CH2:4][O:5][C:6]1[CH:13]=[CH:12][C:9]([C@H:10]2[CH2:44][O:43][C:41](=[O:48])[N:42]2[C:54]2[CH:59]=[CH:58][C:57]3[NH:60][CH:15]=[N:61][C:56]=3[CH:55]=2)=[CH:8][CH:7]=1, predict the reactants needed to synthesize it. The reactants are: [CH3:1][N:2]([CH3:14])[CH2:3][CH2:4][O:5][C:6]1[CH:13]=[CH:12][C:9]([CH:10]=O)=[CH:8][CH:7]=1.[CH2:15]([Li])CCC.CBr.C1([PH+](C2C=CC=CC=2)C2C=CC=CC=2)C=CC=CC=1.[C:41](=[O:48])([O:43][C:44](C)(C)C)[NH2:42].S(Cl)(Cl)=O.Br[C:54]1[CH:59]=[CH:58][C:57]([NH2:60])=[C:56]([NH2:61])[CH:55]=1.NC1CCCCC1N. (2) The reactants are: [C:1](O[BH-](OC(=O)C)OC(=O)C)(=O)C.[Na+].C=O.[ClH:17].Cl.[CH:19]([CH:32]1[NH:37][CH2:36][CH2:35][N:34]([CH2:38][C:39]2[CH:44]=[C:43]([N:45]3[C:49]([C:50]([F:53])([F:52])[F:51])=[N:48][N:47]=[N:46]3)[CH:42]=[CH:41][C:40]=2[O:54][CH3:55])[CH2:33]1)([C:26]1[CH:31]=[CH:30][CH:29]=[CH:28][CH:27]=1)[C:20]1[CH:25]=[CH:24][CH:23]=[CH:22][CH:21]=1. Given the product [ClH:17].[ClH:17].[CH:19]([CH:32]1[CH2:33][N:34]([CH2:38][C:39]2[CH:44]=[C:43]([N:45]3[C:49]([C:50]([F:53])([F:52])[F:51])=[N:48][N:47]=[N:46]3)[CH:42]=[CH:41][C:40]=2[O:54][CH3:55])[CH2:35][CH2:36][N:37]1[CH3:1])([C:20]1[CH:25]=[CH:24][CH:23]=[CH:22][CH:21]=1)[C:26]1[CH:27]=[CH:28][CH:29]=[CH:30][CH:31]=1, predict the reactants needed to synthesize it. (3) Given the product [NH2:45][C:43](=[N:42][O:27][C:26]([C@@H:21]([NH:20][C:18]([N:11]1[C:12]2[CH:17]=[CH:16][CH:15]=[CH:14][C:13]=2[N:9]([CH2:8][CH2:7][N:1]2[CH2:6][CH2:5][O:4][CH2:3][CH2:2]2)[C:10]1=[O:29])=[O:19])[C:22]([CH3:23])([CH3:24])[CH3:25])=[O:28])[CH3:44], predict the reactants needed to synthesize it. The reactants are: [N:1]1([CH2:7][CH2:8][N:9]2[C:13]3[CH:14]=[CH:15][CH:16]=[CH:17][C:12]=3[N:11]([C:18]([NH:20][C@H:21]([C:26]([OH:28])=[O:27])[C:22]([CH3:25])([CH3:24])[CH3:23])=[O:19])[C:10]2=[O:29])[CH2:6][CH2:5][O:4][CH2:3][CH2:2]1.Cl.N[C@H](C(OC)=O)C(C)(C)C.O[NH:42][C:43](=[NH:45])[CH3:44].C(N(CC)CC)C.C1C=CC2N(O)N=NC=2C=1.CCN=C=NCCCN(C)C. (4) Given the product [C:1]([C:5]1[C:9]([CH2:10][CH2:11][CH2:12][O:13][C:25]2[C:30]([CH3:31])=[CH:29][CH:28]=[CH:27][C:26]=2[CH2:32][C:33]([OH:35])=[O:34])=[CH:8][N:7]([C:14]2[N:15]=[N:16][C:17]([C:20]([F:21])([F:22])[F:23])=[CH:18][CH:19]=2)[N:6]=1)([CH3:4])([CH3:2])[CH3:3], predict the reactants needed to synthesize it. The reactants are: [C:1]([C:5]1[C:9]([CH2:10][CH2:11][CH2:12][OH:13])=[CH:8][N:7]([C:14]2[N:15]=[N:16][C:17]([C:20]([F:23])([F:22])[F:21])=[CH:18][CH:19]=2)[N:6]=1)([CH3:4])([CH3:3])[CH3:2].O[C:25]1[C:30]([CH3:31])=[CH:29][CH:28]=[CH:27][C:26]=1[CH2:32][C:33]([O:35]C)=[O:34].C(P(CCCC)CCCC)CCC.N(C(N1CCCCC1)=O)=NC(N1CCCCC1)=O. (5) Given the product [C:1]([C:3]1[CH:8]=[CH:7][C:6]([NH:9][C:10]([CH:12]2[NH:16][CH:15]([CH2:17][C:18]([CH3:21])([CH3:20])[CH3:19])[C:14]3([C:29]4[C:24](=[CH:25][C:26]([Cl:31])=[C:27]([F:30])[CH:28]=4)[NH:23][C:22]3=[O:32])[CH:13]2[C:33]2[CH:38]=[CH:37][CH:36]=[C:35]([Cl:39])[C:34]=2[F:40])=[O:11])=[C:5]([O:41][CH3:42])[CH:4]=1)(=[O:43])[NH2:2], predict the reactants needed to synthesize it. The reactants are: [C:1]([C:3]1[CH:8]=[CH:7][C:6]([NH:9][C:10]([CH:12]2[NH:16][CH:15]([CH2:17][C:18]([CH3:21])([CH3:20])[CH3:19])[C:14]3([C:29]4[C:24](=[CH:25][C:26]([Cl:31])=[C:27]([F:30])[CH:28]=4)[NH:23][C:22]3=[O:32])[CH:13]2[C:33]2[CH:38]=[CH:37][CH:36]=[C:35]([Cl:39])[C:34]=2[F:40])=[O:11])=[C:5]([O:41][CH3:42])[CH:4]=1)#[N:2].[OH:43]O.[OH-].[Na+]. (6) Given the product [Cl:5][C:6]1[CH:12]=[CH:11][C:9]([NH:10][C:3]([NH2:2])=[S:4])=[CH:8][CH:7]=1, predict the reactants needed to synthesize it. The reactants are: [NH4+].[N:2]#[C:3][S-:4].[Cl:5][C:6]1[CH:12]=[CH:11][C:9]([NH2:10])=[CH:8][CH:7]=1. (7) Given the product [C:12]1([C:9](=[O:8])[C@H:10]([OH:39])[CH3:11])[CH:17]=[CH:16][CH:15]=[CH:14][CH:13]=1, predict the reactants needed to synthesize it. The reactants are: C([Si]([O:8]/[C:9](/[C:12]1[CH:17]=[CH:16][CH:15]=[CH:14][CH:13]=1)=[CH:10]\[CH3:11])(C)C)(C)(C)C.CC[C@@H]1[C@@H]2C[C@H]([C@@H](OC3C4C(=CC=CC=4)C(O[C@@H](C4C=CN=C5C=4C=C(OC)C=C5)[C@@H]4N5C[C@H](CC)[C@@H](CC5)C4)=NN=3)C3C=CN=C4C=3C=C([O:39]C)C=C4)N(CC2)C1.CS(N)(=O)=O. (8) Given the product [ClH:15].[OH:47][CH2:48][CH:49]([N:39]1[CH2:38][CH2:37][C:36]2[CH:42]=[CH:43][C:33]([C:30]3[N:29]=[C:28]([C:23]4[CH:24]=[C:25]([C:26]#[N:27])[C:20]([NH:19][CH:17]([CH3:16])[CH3:18])=[N:21][CH:22]=4)[O:32][N:31]=3)=[C:34]([CH3:44])[C:35]=2[CH2:41][CH2:40]1)[CH2:50][OH:51], predict the reactants needed to synthesize it. The reactants are: C(O[BH-](OC(=O)C)OC(=O)C)(=O)C.[Na+].[ClH:15].[CH3:16][CH:17]([NH:19][C:20]1[C:25]([C:26]#[N:27])=[CH:24][C:23]([C:28]2[O:32][N:31]=[C:30]([C:33]3[CH:43]=[CH:42][C:36]4[CH2:37][CH2:38][NH:39][CH2:40][CH2:41][C:35]=4[C:34]=3[CH3:44])[N:29]=2)=[CH:22][N:21]=1)[CH3:18].CC1(C)[O:51][CH2:50][C:49](=O)[CH2:48][O:47]1.C(=O)([O-])O.[Na+]. (9) Given the product [CH3:1][O:2][C:3]1[C:11]([C:12]([OH:23])=[O:13])=[CH:10][CH:9]=[C:8]2[C:4]=1[C:5](/[CH:15]=[CH:16]/[C:17]1[CH:22]=[CH:21][CH:20]=[CH:19][CH:18]=1)=[N:6][NH:7]2, predict the reactants needed to synthesize it. The reactants are: [CH3:1][O:2][C:3]1[C:11]([C:12](N)=[O:13])=[CH:10][CH:9]=[C:8]2[C:4]=1[C:5](/[CH:15]=[CH:16]/[C:17]1[CH:22]=[CH:21][CH:20]=[CH:19][CH:18]=1)=[N:6][NH:7]2.[OH-:23].[Li+].Cl.